Dataset: Full USPTO retrosynthesis dataset with 1.9M reactions from patents (1976-2016). Task: Predict the reactants needed to synthesize the given product. (1) Given the product [C:1]([O:5][C:6]([C:8]1[C:9]([CH3:23])=[N:10][O:11][C:12]=1[C:36]1[CH:35]=[CH:37][C:30]([C:29]([O:28][CH3:24])=[O:34])=[CH:31][CH:33]=1)=[O:7])([CH3:2])([CH3:3])[CH3:4], predict the reactants needed to synthesize it. The reactants are: [C:1]([O:5][C:6]([C:8]1[C:9]([CH3:23])=[N:10][O:11][C:12]=1C1C=CC(C)=CC=1C(O)=O)=[O:7])([CH3:4])([CH3:3])[CH3:2].[C:24]([O:28][C:29](=[O:34])[CH2:30][C:31]([CH3:33])=O)(C)(C)C.[C:35](OC(=O)C(C(=O)C1C=CC(CC(O)=O)=CC=1)C(=O)C)(C)([CH3:37])[CH3:36].Cl.NO.C(O)C. (2) Given the product [OH:9][CH2:8][C:5]1[CH:6]=[CH:7][C:2]([C:11]([O:14][CH3:19])=[O:12])=[CH:3][C:4]=1[CH3:10], predict the reactants needed to synthesize it. The reactants are: Br[C:2]1[CH:7]=[CH:6][C:5]([CH2:8][OH:9])=[C:4]([CH3:10])[CH:3]=1.[C:11]([O-:14])([O-])=[O:12].[K+].[K+].CO.[CH3:19]N(C=O)C. (3) Given the product [NH2:1][C@H:2]1[CH2:8][O:7][C:6]2[CH:9]=[CH:10][C:11]([N:16]3[CH:20]=[CH:19][CH:18]=[N:17]3)=[CH:12][C:5]=2[N:4]([CH3:14])[C:3]1=[O:15], predict the reactants needed to synthesize it. The reactants are: [NH2:1][C@H:2]1[CH2:8][O:7][C:6]2[CH:9]=[CH:10][C:11](Br)=[CH:12][C:5]=2[N:4]([CH3:14])[C:3]1=[O:15].[NH:16]1[CH:20]=[CH:19][CH:18]=[N:17]1.C(=O)([O-])[O-].[K+].[K+].CNCCNC. (4) Given the product [F:10][C:11]([C:14]1[N:18]([CH2:19][CH:20]2[CH2:21][CH2:22][O:23][CH2:24][CH2:25]2)[C:17]2[CH:26]=[CH:27][C:28]([S:30]([N:3]3[CH:7]=[CH:6][C:5]([CH:8]=[O:9])=[CH:4]3)(=[O:31])=[O:32])=[CH:29][C:16]=2[N:15]=1)([F:13])[CH3:12], predict the reactants needed to synthesize it. The reactants are: [H-].[Na+].[NH:3]1[CH:7]=[CH:6][C:5]([CH:8]=[O:9])=[CH:4]1.[F:10][C:11]([C:14]1[N:18]([CH2:19][CH:20]2[CH2:25][CH2:24][O:23][CH2:22][CH2:21]2)[C:17]2[CH:26]=[CH:27][C:28]([S:30](Cl)(=[O:32])=[O:31])=[CH:29][C:16]=2[N:15]=1)([F:13])[CH3:12]. (5) Given the product [Cl:26][C:23]1[CH:22]=[CH:21][C:20]([CH2:19][NH:18][C:15]2[CH:16]=[CH:17][C:12]([C:10]([C:8]3[CH:7]=[CH:6][C:5]([S:37]([C:32]4[CH:33]=[CH:34][C:35]([F:36])=[C:30]([F:29])[CH:31]=4)=[O:40])=[C:4]([CH:9]=3)[C:3]([OH:2])=[O:28])=[O:11])=[N:13][CH:14]=2)=[CH:25][CH:24]=1, predict the reactants needed to synthesize it. The reactants are: C[O:2][C:3](=[O:28])[C:4]1[CH:9]=[C:8]([C:10]([C:12]2[CH:17]=[CH:16][C:15]([NH:18][CH2:19][C:20]3[CH:25]=[CH:24][C:23]([Cl:26])=[CH:22][CH:21]=3)=[CH:14][N:13]=2)=[O:11])[CH:7]=[CH:6][C:5]=1F.[F:29][C:30]1[CH:31]=[C:32]([SH:37])[CH:33]=[CH:34][C:35]=1[F:36].C1OCCOCCOCCOCCOCC[O:40]C1.OOS([O-])=O.[K+].